From a dataset of Full USPTO retrosynthesis dataset with 1.9M reactions from patents (1976-2016). Predict the reactants needed to synthesize the given product. (1) Given the product [C:36]([O:35][C:33]([N:29]1[CH2:30][CH2:31][CH2:32][C@H:28]1[C:26]1[NH:25][C:24]2[CH:40]=[C:20]([C:17]3[CH:18]=[CH:19][C:13]4[C:12]5[CH:41]=[CH:42][C:9]([C:45]6[NH:49][C:48]([C@@H:50]7[CH2:54][CH2:53][CH2:52][N:51]7[C:55]([O:57][CH2:58][C:59]7[CH:64]=[CH:63][CH:62]=[CH:61][CH:60]=7)=[O:56])=[N:47][CH:46]=6)=[CH:10][C:11]=5[S:15][C:14]=4[CH:16]=3)[CH:21]=[CH:22][C:23]=2[N:27]=1)=[O:34])([CH3:39])([CH3:37])[CH3:38], predict the reactants needed to synthesize it. The reactants are: CC1(C)C(C)(C)OB([C:9]2[CH:42]=[CH:41][C:12]3[C:13]4[CH:19]=[CH:18][C:17]([C:20]5[CH:21]=[CH:22][C:23]6[N:27]=[C:26]([C@@H:28]7[CH2:32][CH2:31][CH2:30][N:29]7[C:33]([O:35][C:36]([CH3:39])([CH3:38])[CH3:37])=[O:34])[NH:25][C:24]=6[CH:40]=5)=[CH:16][C:14]=4[S:15][C:11]=3[CH:10]=2)O1.Br[C:45]1[NH:49][C:48]([C@@H:50]2[CH2:54][CH2:53][CH2:52][N:51]2[C:55]([O:57][CH2:58][C:59]2[CH:64]=[CH:63][CH:62]=[CH:61][CH:60]=2)=[O:56])=[N:47][CH:46]=1.C(=O)([O-])[O-].[K+].[K+].C(COC)OC. (2) Given the product [Cl:12][C:13]1[CH:14]=[C:15]([CH:29]=[CH:30][C:31]=1[Cl:32])[CH2:16][NH:17][C:18](=[O:28])[NH:19][C:20]1[S:21][CH:22]=[C:23]([C:25]([N:5]([CH2:4][CH2:3][O:2][CH3:1])[CH3:6])=[O:27])[N:24]=1, predict the reactants needed to synthesize it. The reactants are: [CH3:1][O:2][CH2:3][CH2:4][NH:5][CH3:6].CN(C=O)C.[Cl:12][C:13]1[CH:14]=[C:15]([CH:29]=[CH:30][C:31]=1[Cl:32])[CH2:16][NH:17][C:18](=[O:28])[NH:19][C:20]1[S:21][CH:22]=[C:23]([C:25]([OH:27])=O)[N:24]=1.CN(C(ON1N=NC2C=CC=CC1=2)=[N+](C)C)C.[B-](F)(F)(F)F. (3) The reactants are: [CH3:1][C:2]1[CH:3]=[C:4]([CH:9]2[CH2:13][N:12]([N:14]([CH2:22][C:23]3[CH:28]=[CH:27][N:26]=[CH:25][CH:24]=3)C(=O)CC(C)(C)C)[C:11](=[O:29])[N:10]2[CH2:30][CH2:31][C:32]2[CH:37]=[CH:36][C:35]([O:38][CH3:39])=[CH:34][CH:33]=2)[CH:5]=[CH:6][C:7]=1[CH3:8].C([SiH](CC)CC)C.FC(F)(F)C(O)=O. Given the product [CH3:1][C:2]1[CH:3]=[C:4]([CH:9]2[CH2:13][N:12]([NH:14][CH2:22][C:23]3[CH:28]=[CH:27][N:26]=[CH:25][CH:24]=3)[C:11](=[O:29])[N:10]2[CH2:30][CH2:31][C:32]2[CH:33]=[CH:34][C:35]([O:38][CH3:39])=[CH:36][CH:37]=2)[CH:5]=[CH:6][C:7]=1[CH3:8], predict the reactants needed to synthesize it. (4) Given the product [CH:14]1([CH:17]([NH:1][C@H:2]2[CH2:6][CH2:5][N:4]([C:7]([O:9][C:10]([CH3:13])([CH3:12])[CH3:11])=[O:8])[CH2:3]2)[CH:19]2[CH2:21][CH2:20]2)[CH2:16][CH2:15]1, predict the reactants needed to synthesize it. The reactants are: [NH2:1][C@H:2]1[CH2:6][CH2:5][N:4]([C:7]([O:9][C:10]([CH3:13])([CH3:12])[CH3:11])=[O:8])[CH2:3]1.[CH:14]1([C:17]([CH:19]2[CH2:21][CH2:20]2)=O)[CH2:16][CH2:15]1.[BH4-].[Na+]. (5) Given the product [CH2:12]([C:16]1[N:17]([CH2:30][C:31]2[CH:32]=[CH:33][C:34]([C:37]3[CH:42]=[CH:41][CH:40]=[CH:39][C:38]=3[C:43]#[N:44])=[CH:35][CH:36]=2)[C:18]([C:28]([OH:46])=[O:29])=[C:19]([C:21]2[CH:22]=[CH:23][C:24]([F:27])=[CH:25][CH:26]=2)[N:20]=1)[CH2:13][CH2:14][CH3:15], predict the reactants needed to synthesize it. The reactants are: CC(=CC)C.P([O-])(O)(O)=O.[Na+].[CH2:12]([C:16]1[N:17]([CH2:30][C:31]2[CH:36]=[CH:35][C:34]([C:37]3[C:38]([C:43]#[N:44])=[CH:39][CH:40]=[CH:41][CH:42]=3)=[CH:33][CH:32]=2)[C:18]([CH:28]=[O:29])=[C:19]([C:21]2[CH:26]=[CH:25][C:24]([F:27])=[CH:23][CH:22]=2)[N:20]=1)[CH2:13][CH2:14][CH3:15].Cl([O-])=[O:46].[Na+].Cl. (6) Given the product [CH3:36][N:19]1[CH:20]=[C:21]([CH2:25][C:26]2[CH:31]=[N:30][CH:29]=[N:28][CH:27]=2)[C:22](=[O:24])[N:23]=[CH:18]1, predict the reactants needed to synthesize it. The reactants are: ClC1C=CC(OC2C=CC(CCO[C:18]3[NH:19][CH:20]=[C:21]([CH2:25][C:26]4[CH:27]=[N:28][CH:29]=[N:30][CH:31]=4)[C:22](=[O:24])[N:23]=3)=CC=2)=CC=1C(F)(F)F.[CH3:36]CN(C(C)C)C(C)C.CI. (7) Given the product [CH3:13][O:14][C:15]([C:17]1[S:18][C:19]([C:23]2[CH2:28][CH2:27][CH2:26][CH2:25][CH:24]=2)=[CH:20][C:21]=1[NH:22][CH:9]1[CH2:10][CH2:11][CH:6]([N:1]2[CH:5]=[N:4][CH:3]=[N:2]2)[CH2:7][CH2:8]1)=[O:16], predict the reactants needed to synthesize it. The reactants are: [N:1]1([CH:6]2[CH2:11][CH2:10][C:9](=O)[CH2:8][CH2:7]2)[CH:5]=[N:4][CH:3]=[N:2]1.[CH3:13][O:14][C:15]([C:17]1[S:18][C:19]([C:23]2[CH2:28][CH2:27][CH2:26][CH2:25][CH:24]=2)=[CH:20][C:21]=1[NH2:22])=[O:16].C1([SiH3])C=CC=CC=1. (8) Given the product [N:26]1([CH2:23][C:24]#[C:25][C:2]2[N:7]=[CH:6][C:5]([C:8]([C:10]3[CH:15]=[CH:14][C:13]([O:16][CH:17]4[CH2:22][CH2:21][CH2:20][CH2:19][O:18]4)=[CH:12][CH:11]=3)=[O:9])=[CH:4][CH:3]=2)[CH2:30][CH2:29][CH2:28][CH2:27]1, predict the reactants needed to synthesize it. The reactants are: Cl[C:2]1[N:7]=[CH:6][C:5]([C:8]([C:10]2[CH:15]=[CH:14][C:13]([O:16][CH:17]3[CH2:22][CH2:21][CH2:20][CH2:19][O:18]3)=[CH:12][CH:11]=2)=[O:9])=[CH:4][CH:3]=1.[CH2:23]([N:26]1[CH2:30][CH2:29][CH2:28][CH2:27]1)[C:24]#[CH:25]. (9) Given the product [CH:1]1([N:6]2[CH2:12][C:11]([F:13])([F:14])[C:10](=[O:15])[N:9]([CH3:16])[C:8]3[CH:17]=[N:18][C:19]([NH:21][C:22]4[CH:30]=[CH:29][C:25]([C:26]([NH:51][CH:48]5[CH2:49][CH2:50][N:45]([CH:42]6[CH2:44][CH2:43]6)[CH2:46][CH2:47]5)=[O:28])=[CH:24][C:23]=4[O:31][CH3:32])=[N:20][C:7]2=3)[CH2:2][CH2:3][CH2:4][CH2:5]1, predict the reactants needed to synthesize it. The reactants are: [CH:1]1([N:6]2[CH2:12][C:11]([F:14])([F:13])[C:10](=[O:15])[N:9]([CH3:16])[C:8]3[CH:17]=[N:18][C:19]([NH:21][C:22]4[CH:30]=[CH:29][C:25]([C:26]([OH:28])=O)=[CH:24][C:23]=4[O:31][CH3:32])=[N:20][C:7]2=3)[CH2:5][CH2:4][CH2:3][CH2:2]1.C(N(C(C)C)C(C)C)C.[CH:42]1([N:45]2[CH2:50][CH2:49][CH:48]([NH2:51])[CH2:47][CH2:46]2)[CH2:44][CH2:43]1. (10) Given the product [C:1]([O:5][C:6](=[O:25])[NH:7][C@H:8]([CH2:21][CH:22]([CH3:23])[CH3:24])[C:9]([NH:11][C:12]1[CH:17]=[CH:16][C:15]([Br:18])=[CH:14][C:13]=1[C:19]1[N:26]=[N:27][NH:28][N:20]=1)=[O:10])([CH3:4])([CH3:3])[CH3:2], predict the reactants needed to synthesize it. The reactants are: [C:1]([O:5][C:6](=[O:25])[NH:7][C@H:8]([CH2:21][CH:22]([CH3:24])[CH3:23])[C:9]([NH:11][C:12]1[CH:17]=[CH:16][C:15]([Br:18])=[CH:14][C:13]=1[C:19]#[N:20])=[O:10])([CH3:4])([CH3:3])[CH3:2].[N-:26]=[N+:27]=[N-:28].[Na+].[Cl-].[NH4+].